This data is from Forward reaction prediction with 1.9M reactions from USPTO patents (1976-2016). The task is: Predict the product of the given reaction. (1) Given the reactants Br[C:2]1[CH:10]=[CH:9][C:8]2[C:4](=[CH:5][N:6](CCCl)[N:7]=2)[CH:3]=1.Br[C:15]1[CH:16]=[C:17]([C:34]([NH2:36])=[O:35])[C:18]2[NH:19][C:20]3[CH:21]=[C:22]([N:28]4[CH2:33][CH2:32][O:31][CH2:30][CH2:29]4)[CH:23]=[CH:24][C:25]=3[C:26]=2[N:27]=1, predict the reaction product. The product is: [O:31]1[CH2:32][CH2:33][N:28]([C:22]2[CH:23]=[CH:24][C:25]3[C:26]4[N:27]=[C:15]([C:2]5[CH:3]=[C:4]6[C:8](=[CH:9][CH:10]=5)[N:7]([CH2:21][CH2:22][N:28]5[CH2:33][CH2:32][O:31][CH2:30][CH2:29]5)[N:6]=[CH:5]6)[CH:16]=[C:17]([C:34]([NH2:36])=[O:35])[C:18]=4[NH:19][C:20]=3[CH:21]=2)[CH2:29][CH2:30]1. (2) Given the reactants [F:1][C:2]([F:14])([F:13])[C:3]1[CH:7]=[C:6]([C:8](OCC)=O)[NH:5][N:4]=1.[H-].C([Al+]CC(C)C)C(C)C.S([O-])([O-])(=O)=O.[Na+].[Na+].S(Cl)([Cl:34])=O, predict the reaction product. The product is: [Cl:34][CH2:8][C:6]1[NH:5][N:4]=[C:3]([C:2]([F:14])([F:13])[F:1])[CH:7]=1. (3) Given the reactants [NH2:1][C:2]1[CH:7]=[CH:6][C:5]([Cl:8])=[CH:4][C:3]=1[C@@:9]([OH:19])([C:14]#[C:15][CH:16]1[CH2:18][CH2:17]1)[C:10]([F:13])([F:12])[F:11].Cl[C:21]([O-])=[O:22], predict the reaction product. The product is: [CH:6]1[C:5]([Cl:8])=[CH:4][C:3]2[C@:9]([C:10]([F:13])([F:11])[F:12])([C:14]#[C:15][CH:16]3[CH2:18][CH2:17]3)[O:19][C:21]([NH:1][C:2]=2[CH:7]=1)=[O:22]. (4) Given the reactants [F:1][C:2]1[CH:7]=[CH:6][CH:5]=[CH:4][C:3]=1[N:8]1[C:12]([C:13]2[CH:18]=[CH:17][N:16]=[CH:15][CH:14]=2)=[C:11]([C:19](OCC)=[O:20])[N:10]=[N:9]1.[F:24][C:25]1[CH:26]=[C:27]([CH:32]=[CH:33][CH:34]=1)[C:28](=[N:30]O)[NH2:29], predict the reaction product. The product is: [F:1][C:2]1[CH:7]=[CH:6][CH:5]=[CH:4][C:3]=1[N:8]1[C:12]([C:13]2[CH:14]=[CH:15][N:16]=[CH:17][CH:18]=2)=[C:11]([C:19]2[O:20][N:30]=[C:28]([C:27]3[CH:32]=[CH:33][CH:34]=[C:25]([F:24])[CH:26]=3)[N:29]=2)[N:10]=[N:9]1. (5) Given the reactants [CH:1]1([C:4]2[N:8]=[C:7]([CH:9]3[CH2:14][CH:13]([C:15]4[CH:20]=[CH:19][C:18]([O:21][C:22]([F:25])([F:24])[F:23])=[CH:17][CH:16]=4)[CH2:12][N:11]([C:26](OC4C=CC([N+]([O-])=O)=CC=4)=[O:27])[CH2:10]3)[O:6][N:5]=2)[CH2:3][CH2:2]1.Cl.[F:39][C:40]1([F:45])[CH2:44][CH2:43][NH:42][CH2:41]1, predict the reaction product. The product is: [CH:1]1([C:4]2[N:8]=[C:7]([CH:9]3[CH2:14][CH:13]([C:15]4[CH:20]=[CH:19][C:18]([O:21][C:22]([F:23])([F:25])[F:24])=[CH:17][CH:16]=4)[CH2:12][N:11]([C:26]([N:42]4[CH2:43][CH2:44][C:40]([F:45])([F:39])[CH2:41]4)=[O:27])[CH2:10]3)[O:6][N:5]=2)[CH2:3][CH2:2]1. (6) Given the reactants Br[C:2]1[C:11]2[C:6](=[CH:7][CH:8]=[C:9]([O:12][CH3:13])[N:10]=2)[N:5]=[CH:4][C:3]=1[C:14]#[N:15].[CH3:16]B(O)O.C(=O)([O-])[O-].[K+].[K+], predict the reaction product. The product is: [CH3:13][O:12][C:9]1[N:10]=[C:11]2[C:6](=[CH:7][CH:8]=1)[N:5]=[CH:4][C:3]([C:14]#[N:15])=[C:2]2[CH3:16]. (7) Given the reactants [N:1]1[CH:6]=[CH:5][C:4]([CH2:7][NH:8][C:9](=[O:20])OC2C=CC([N+]([O-])=O)=CC=2)=[CH:3][CH:2]=1.Cl.[NH2:22][C:23]1[C:24]2[C:34]([O:35][CH2:36][C@H:37]3[CH2:42][CH2:41][CH2:40][NH2+:39][CH2:38]3)=[CH:33][CH:32]=[CH:31][C:25]=2[NH:26][S:27](=[O:30])(=[O:29])[N:28]=1.C([O-])([O-])=O.[K+].[K+], predict the reaction product. The product is: [NH2:22][C:23]1[C:24]2[C:34]([O:35][CH2:36][C@H:37]3[CH2:42][CH2:41][CH2:40][N:39]([C:9]([NH:8][CH2:7][C:4]4[CH:3]=[CH:2][N:1]=[CH:6][CH:5]=4)=[O:20])[CH2:38]3)=[CH:33][CH:32]=[CH:31][C:25]=2[NH:26][S:27](=[O:29])(=[O:30])[N:28]=1.